Dataset: NCI-60 drug combinations with 297,098 pairs across 59 cell lines. Task: Regression. Given two drug SMILES strings and cell line genomic features, predict the synergy score measuring deviation from expected non-interaction effect. (1) Drug 1: CC12CCC(CC1=CCC3C2CCC4(C3CC=C4C5=CN=CC=C5)C)O. Drug 2: C1C(C(OC1N2C=C(C(=O)NC2=O)F)CO)O. Cell line: UACC62. Synergy scores: CSS=26.5, Synergy_ZIP=0.563, Synergy_Bliss=2.81, Synergy_Loewe=-3.84, Synergy_HSA=4.27. (2) Drug 1: CC1=CC2C(CCC3(C2CCC3(C(=O)C)OC(=O)C)C)C4(C1=CC(=O)CC4)C. Drug 2: CC1CCCC2(C(O2)CC(NC(=O)CC(C(C(=O)C(C1O)C)(C)C)O)C(=CC3=CSC(=N3)C)C)C. Cell line: NCI-H322M. Synergy scores: CSS=-2.10, Synergy_ZIP=1.90, Synergy_Bliss=2.79, Synergy_Loewe=-3.00, Synergy_HSA=-1.52. (3) Drug 1: C1C(C(OC1N2C=NC3=C(N=C(N=C32)Cl)N)CO)O. Drug 2: C(=O)(N)NO. Cell line: HCT-15. Synergy scores: CSS=52.1, Synergy_ZIP=1.37, Synergy_Bliss=0.261, Synergy_Loewe=-45.0, Synergy_HSA=0.932. (4) Drug 1: CS(=O)(=O)C1=CC(=C(C=C1)C(=O)NC2=CC(=C(C=C2)Cl)C3=CC=CC=N3)Cl. Drug 2: CC1=CC2C(CCC3(C2CCC3(C(=O)C)OC(=O)C)C)C4(C1=CC(=O)CC4)C. Cell line: CAKI-1. Synergy scores: CSS=-7.53, Synergy_ZIP=1.30, Synergy_Bliss=-6.23, Synergy_Loewe=-10.1, Synergy_HSA=-10.2.